Dataset: Peptide-MHC class I binding affinity with 185,985 pairs from IEDB/IMGT. Task: Regression. Given a peptide amino acid sequence and an MHC pseudo amino acid sequence, predict their binding affinity value. This is MHC class I binding data. The peptide sequence is DVSLSAYIIR. The MHC is HLA-A31:01 with pseudo-sequence HLA-A31:01. The binding affinity (normalized) is 0.449.